This data is from Full USPTO retrosynthesis dataset with 1.9M reactions from patents (1976-2016). The task is: Predict the reactants needed to synthesize the given product. (1) Given the product [CH3:25][O:26][C:27]1[CH:34]=[CH:33][C:30]([CH2:31][NH:32][C:19]([C:14]2[CH:15]=[C:16]3[C:11](=[CH:12][CH:13]=2)[NH:10][C:9](=[O:22])[N:8]([CH2:7][C:6]2[CH:5]=[CH:4][C:3]([O:2][CH3:1])=[CH:24][CH:23]=2)[C:17]3=[O:18])=[O:20])=[CH:29][CH:28]=1, predict the reactants needed to synthesize it. The reactants are: [CH3:1][O:2][C:3]1[CH:24]=[CH:23][C:6]([CH2:7][N:8]2[C:17](=[O:18])[C:16]3[C:11](=[CH:12][CH:13]=[C:14]([C:19](O)=[O:20])[CH:15]=3)[NH:10][C:9]2=[O:22])=[CH:5][CH:4]=1.[CH3:25][O:26][C:27]1[CH:34]=[CH:33][C:30]([CH2:31][NH2:32])=[CH:29][CH:28]=1. (2) Given the product [NH:1]1[C:4]2=[CH:5][N:6]=[CH:7][CH:8]=[C:9]2[C:10]2([CH2:14][CH2:13][CH2:12][CH2:11]2)[C:15]1=[O:17], predict the reactants needed to synthesize it. The reactants are: [N+:1]([C:4]1[CH:5]=[N:6][CH:7]=[CH:8][C:9]=1[C:10]1([C:15]([O:17]CC)=O)[CH2:14][CH2:13][CH2:12][CH2:11]1)([O-])=O.[NH4+].[Cl-]. (3) Given the product [CH3:1][C:2]1[CH:7]=[CH:6][C:5]([CH2:8][N:9]([CH:21]2[CH2:26][CH2:25][N:24]([CH2:27][C:38]3[CH:41]=[CH:42][C:35]([CH3:34])=[CH:36][CH:37]=3)[CH2:23][CH2:22]2)[C:10](=[O:20])[CH2:11][C:12]2[CH:13]=[CH:14][C:15]([O:18][CH3:19])=[CH:16][CH:17]=2)=[CH:4][CH:3]=1, predict the reactants needed to synthesize it. The reactants are: [CH3:1][C:2]1[CH:7]=[CH:6][C:5]([CH2:8][N:9]([CH:21]2[CH2:26][CH2:25][N:24]([C:27](OC(C)(C)C)=O)[CH2:23][CH2:22]2)[C:10](=[O:20])[CH2:11][C:12]2[CH:17]=[CH:16][C:15]([O:18][CH3:19])=[CH:14][CH:13]=2)=[CH:4][CH:3]=1.[CH3:34][C:35]1[CH:42]=[CH:41][C:38](C=O)=[CH:37][CH:36]=1.[BH4-].C(OC(=O)C)(=O)C. (4) Given the product [NH:1]1[CH:5]=[CH:4][C:3]([C:6]([NH:9][CH2:10][C:11]2[C:12]([CH3:26])=[CH:13][C:14]([NH:18][C:19](=[O:25])[O:20][C:21]([CH3:22])([CH3:23])[CH3:24])=[N:15][C:16]=2[CH3:17])=[O:8])=[CH:2]1, predict the reactants needed to synthesize it. The reactants are: [NH:1]1[CH:5]=[CH:4][C:3]([C:6]([OH:8])=O)=[CH:2]1.[NH2:9][CH2:10][C:11]1[C:12]([CH3:26])=[CH:13][C:14]([NH:18][C:19](=[O:25])[O:20][C:21]([CH3:24])([CH3:23])[CH3:22])=[N:15][C:16]=1[CH3:17].CCN(C(C)C)C(C)C.CN(C(ON1N=NC2C=CC=CC1=2)=[N+](C)C)C.F[P-](F)(F)(F)(F)F. (5) Given the product [NH3:1].[ClH:18].[Cl:18][C:19]1[CH:20]=[C:21]([NH:1][CH:2]2[CH2:3][C:4]([CH3:11])([CH3:10])[NH:5][C:6]([CH3:9])([CH3:8])[CH2:7]2)[CH:22]=[CH:23][C:24]=1[Cl:25], predict the reactants needed to synthesize it. The reactants are: [NH2:1][CH:2]1[CH2:7][C:6]([CH3:9])([CH3:8])[NH:5][C:4]([CH3:11])([CH3:10])[CH2:3]1.CC(C)([O-])C.[K+].[Cl:18][C:19]1[CH:20]=[C:21](Br)[CH:22]=[CH:23][C:24]=1[Cl:25].O1CCOCC1. (6) Given the product [Cl:1][C:2]1[CH:7]=[C:6]([F:8])[CH:5]=[CH:4][C:3]=1[C:9]1([C:15]([NH:18][CH2:19][CH2:20][CH2:21][N:22]2[CH2:27][CH2:26][CH:25]([C:28]3[CH:33]=[CH:32][CH:31]=[C:30]([NH:34][C:35](=[O:39])[CH:36]([CH3:37])[CH3:38])[CH:29]=3)[CH2:24][CH2:23]2)=[O:17])[CH2:10][CH2:11][CH2:12][CH2:13][CH2:14]1, predict the reactants needed to synthesize it. The reactants are: [Cl:1][C:2]1[CH:7]=[C:6]([F:8])[CH:5]=[CH:4][C:3]=1[C:9]1([C:15]([OH:17])=O)[CH2:14][CH2:13][CH2:12][CH2:11][CH2:10]1.[NH2:18][CH2:19][CH2:20][CH2:21][N:22]1[CH2:27][CH2:26][CH:25]([C:28]2[CH:29]=[C:30]([NH:34][C:35](=[O:39])[CH:36]([CH3:38])[CH3:37])[CH:31]=[CH:32][CH:33]=2)[CH2:24][CH2:23]1. (7) Given the product [ClH:3].[CH3:5][C@@:6]([C:9]([O:11][CH3:13])=[O:10])([CH2:7][OH:8])[NH2:12], predict the reactants needed to synthesize it. The reactants are: S(Cl)([Cl:3])=O.[CH3:5][C:6]([NH2:12])([C:9]([OH:11])=[O:10])[CH2:7][OH:8].[CH3:13]O. (8) Given the product [Cl:1][C:2]1[CH:7]=[C:6]([N:8]([CH3:9])[CH3:10])[C:5]([F:11])=[CH:4][C:3]=1[C:12]1[CH:17]=[CH:16][N:15]=[C:14]([NH:18][C@@H:19]([CH:21]2[CH2:24][CH2:23][CH2:22]2)[CH3:20])[C:13]=1[NH2:25], predict the reactants needed to synthesize it. The reactants are: [Cl:1][C:2]1[CH:7]=[C:6]([N:8]([CH3:10])[CH3:9])[C:5]([F:11])=[CH:4][C:3]=1[C:12]1[CH:17]=[CH:16][N:15]=[C:14]([NH:18][C@@H:19]([CH:21]2[CH2:24][CH2:23][CH2:22]2)[CH3:20])[C:13]=1[N+:25]([O-])=O.Cl[Sn]Cl.O.